This data is from Reaction yield outcomes from USPTO patents with 853,638 reactions. The task is: Predict the reaction yield, written as a fraction of the theoretical maximum amount of product (1.0 means a 100% yield; for example, 0.34 means a 34% yield). (1) The reactants are [Cl:1][C:2]1[CH:3]=[C:4]([CH:8]=[CH:9][CH:10]=1)[C:5](Cl)=[O:6].[C:11]([NH2:20])([C:14]1[CH:19]=[CH:18][CH:17]=[CH:16][CH:15]=1)([CH3:13])[CH3:12].C(N(CC)CC)C.O. The catalyst is ClCCl.CN(C1C=CN=CC=1)C. The product is [Cl:1][C:2]1[CH:3]=[C:4]([CH:8]=[CH:9][CH:10]=1)[C:5]([NH:20][C:11]([CH3:13])([C:14]1[CH:19]=[CH:18][CH:17]=[CH:16][CH:15]=1)[CH3:12])=[O:6]. The yield is 0.960. (2) The reactants are [C:1]([O:5][C:6]([N:8]1[CH2:13][CH2:12][N:11]([C:14]2[C:15]3[C:30]([O:31][CH3:32])=[CH:29][N:28]=[CH:27][C:16]=3[N:17]=[C:18]([C:20]3[CH:25]=[CH:24][N:23]=[C:22](Cl)[CH:21]=3)[N:19]=2)[CH2:10][CH2:9]1)=[O:7])([CH3:4])([CH3:3])[CH3:2].CC1(C)C2C(=C(P(C3C=CC=CC=3)C3C=CC=CC=3)C=CC=2)OC2C(P(C3C=CC=CC=3)C3C=CC=CC=3)=CC=CC1=2.CC([O-])(C)C.[Na+].[NH2:81][C:82]1[CH:87]=[CH:86][CH:85]=[CH:84][CH:83]=1. The catalyst is C1C=CC(/C=C/C(/C=C/C2C=CC=CC=2)=O)=CC=1.C1C=CC(/C=C/C(/C=C/C2C=CC=CC=2)=O)=CC=1.[Pd].O.O1CCOCC1. The product is [C:1]([O:5][C:6]([N:8]1[CH2:13][CH2:12][N:11]([C:14]2[C:15]3[C:30]([O:31][CH3:32])=[CH:29][N:28]=[CH:27][C:16]=3[N:17]=[C:18]([C:20]3[CH:25]=[CH:24][N:23]=[C:22]([NH:81][C:82]4[CH:87]=[CH:86][CH:85]=[CH:84][CH:83]=4)[CH:21]=3)[N:19]=2)[CH2:10][CH2:9]1)=[O:7])([CH3:4])([CH3:3])[CH3:2]. The yield is 0.360.